This data is from Reaction yield outcomes from USPTO patents with 853,638 reactions. The task is: Predict the reaction yield, written as a fraction of the theoretical maximum amount of product (1.0 means a 100% yield; for example, 0.34 means a 34% yield). The reactants are [Br:1][C:2]1[CH:6]=[N:5][N:4]([CH3:7])[C:3]=1[C:8]1[CH:9]=[C:10]([NH2:16])[CH:11]=[CH:12][C:13]=1[O:14][CH3:15].[CH3:17][O:18][C:19]1[CH:24]=[CH:23][C:22]([N:25]=[C:26]=[O:27])=[CH:21][CH:20]=1. The catalyst is C(Cl)Cl. The product is [Br:1][C:2]1[CH:6]=[N:5][N:4]([CH3:7])[C:3]=1[C:8]1[CH:9]=[C:10]([NH:16][C:26]([NH:25][C:22]2[CH:23]=[CH:24][C:19]([O:18][CH3:17])=[CH:20][CH:21]=2)=[O:27])[CH:11]=[CH:12][C:13]=1[O:14][CH3:15]. The yield is 0.780.